From a dataset of Peptide-MHC class II binding affinity with 134,281 pairs from IEDB. Regression. Given a peptide amino acid sequence and an MHC pseudo amino acid sequence, predict their binding affinity value. This is MHC class II binding data. (1) The peptide sequence is GDLYIFESRAICKYA. The MHC is DRB1_1602 with pseudo-sequence DRB1_1602. The binding affinity (normalized) is 0.788. (2) The peptide sequence is YFFPVIFSKASDSLQL. The MHC is DRB1_0401 with pseudo-sequence DRB1_0401. The binding affinity (normalized) is 0.393. (3) The peptide sequence is KITMLTNGQCQNITVV. The MHC is DRB1_1301 with pseudo-sequence DRB1_1301. The binding affinity (normalized) is 0.442. (4) The peptide sequence is ITPLMKAQSIPGMAVA. The MHC is DRB1_1501 with pseudo-sequence DRB1_1501. The binding affinity (normalized) is 0.290. (5) The binding affinity (normalized) is 0.328. The MHC is DRB1_0901 with pseudo-sequence DRB1_0901. The peptide sequence is AIKVAATAANAAPAN. (6) The peptide sequence is IEDVQTDIPSEPWNT. The MHC is HLA-DQA10501-DQB10302 with pseudo-sequence HLA-DQA10501-DQB10302. The binding affinity (normalized) is 0.280.